This data is from Full USPTO retrosynthesis dataset with 1.9M reactions from patents (1976-2016). The task is: Predict the reactants needed to synthesize the given product. (1) The reactants are: [F:1][C:2]1[C:7]([O:8][CH3:9])=[CH:6][C:5]([O:10][CH3:11])=[CH:4][C:3]=1[NH:12][C:13](=[O:15])[CH3:14].S(Cl)([Cl:19])(=O)=O. Given the product [Cl:19][C:4]1[C:5]([O:10][CH3:11])=[CH:6][C:7]([O:8][CH3:9])=[C:2]([F:1])[C:3]=1[NH:12][C:13](=[O:15])[CH3:14], predict the reactants needed to synthesize it. (2) The reactants are: [Cl:1][C:2]1[CH:7]=[CH:6][C:5]([NH:8][C:9](=[O:25])[NH:10][C:11]2[S:21][C:14]3[CH2:15][N:16]([CH2:19][CH3:20])[CH2:17][CH2:18][C:13]=3[C:12]=2[C:22]([NH2:24])=[O:23])=[CH:4][C:3]=1[CH3:26].Cl. Given the product [ClH:1].[Cl:1][C:2]1[CH:7]=[CH:6][C:5]([NH:8][C:9](=[O:25])[NH:10][C:11]2[S:21][C:14]3[CH2:15][N:16]([CH2:19][CH3:20])[CH2:17][CH2:18][C:13]=3[C:12]=2[C:22]([NH2:24])=[O:23])=[CH:4][C:3]=1[CH3:26], predict the reactants needed to synthesize it. (3) Given the product [NH2:16][C:2]1[S:3][C:4]([C:12]([F:15])([F:14])[F:13])=[C:5]([C:7]([NH:9][CH2:10][CH3:11])=[O:8])[N:6]=1, predict the reactants needed to synthesize it. The reactants are: Br[C:2]1[S:3][C:4]([C:12]([F:15])([F:14])[F:13])=[C:5]([C:7]([NH:9][CH2:10][CH3:11])=[O:8])[N:6]=1.[NH3:16]. (4) Given the product [F:8][C:9]1[CH:10]=[C:11]([CH:14]=[CH:15][C:16]=1[O:17][CH:18]1[CH2:19][CH2:20][N:21]([C:24]2[N:29]=[C:28]3[CH2:30][N:31]([S:46]([CH3:45])(=[O:48])=[O:47])[CH2:32][CH2:33][C:27]3=[N:26][C:25]=2[NH:34][CH:35]([CH3:37])[CH3:36])[CH2:22][CH2:23]1)[C:12]#[N:13].[C:2]([OH:3])([C:4]([F:7])([F:6])[F:5])=[O:1], predict the reactants needed to synthesize it. The reactants are: [OH:1][C:2]([C:4]([F:7])([F:6])[F:5])=[O:3].[F:8][C:9]1[CH:10]=[C:11]([CH:14]=[CH:15][C:16]=1[O:17][CH:18]1[CH2:23][CH2:22][N:21]([C:24]2[N:29]=[C:28]3[CH2:30][NH:31][CH2:32][CH2:33][C:27]3=[N:26][C:25]=2[NH:34][CH:35]([CH3:37])[CH3:36])[CH2:20][CH2:19]1)[C:12]#[N:13].C(N(CC)CC)C.[CH3:45][S:46](Cl)(=[O:48])=[O:47]. (5) Given the product [C:1]12([CH2:11][O:12][C:13]3[C:21]([Cl:22])=[CH:20][C:16]([C:17]([O:19][CH3:23])=[O:18])=[CH:15][N:14]=3)[CH2:8][CH:7]3[CH2:6][CH:5]([CH2:4][CH:3]([CH2:9]3)[CH2:2]1)[CH2:10]2, predict the reactants needed to synthesize it. The reactants are: [C:1]12([CH2:11][O:12][C:13]3[C:21]([Cl:22])=[CH:20][C:16]([C:17]([OH:19])=[O:18])=[CH:15][N:14]=3)[CH2:10][CH:5]3[CH2:6][CH:7]([CH2:9][CH:3]([CH2:4]3)[CH2:2]1)[CH2:8]2.[CH3:23]N(C)CCCN=C=NCC.C(N(CC)CC)C.CO. (6) Given the product [Cl:44][C:29]1[C:30]([N:33]2[CH2:34][CH2:35][CH:36]([C:39]([O:41][CH2:42][CH3:43])=[O:40])[CH2:37][CH2:38]2)=[N:31][CH:32]=[C:27]([C:25](=[O:26])[NH:24][C:22]2[S:23][C:19]([CH2:18][N:5]([CH2:4][CH2:3][O:2][CH3:1])[CH3:6])=[C:20]([C:45]3[S:46][CH:47]=[C:48]([Cl:50])[CH:49]=3)[N:21]=2)[CH:28]=1, predict the reactants needed to synthesize it. The reactants are: [CH3:1][O:2][CH2:3][CH2:4][NH:5][CH3:6].C(N(CC)CC)C.C(O[CH2:18][C:19]1[S:23][C:22]([NH:24][C:25]([C:27]2[CH:28]=[C:29]([Cl:44])[C:30]([N:33]3[CH2:38][CH2:37][CH:36]([C:39]([O:41][CH2:42][CH3:43])=[O:40])[CH2:35][CH2:34]3)=[N:31][CH:32]=2)=[O:26])=[N:21][C:20]=1[C:45]1[S:46][CH:47]=[C:48]([Cl:50])[CH:49]=1)(=O)C. (7) Given the product [Cl:14][C:15]1[CH:37]=[CH:36][C:18]([CH2:19][NH:20][C:21]([C:23]2[C:24](=[O:35])[C:25]3[CH:32]=[C:31]([CH2:33][N:11]([CH2:10][C@@H:9]([OH:13])[C:6]4[CH:7]=[CH:8][C:3]([CH2:2][OH:1])=[CH:4][CH:5]=4)[CH3:12])[S:30][C:26]=3[N:27]([CH3:29])[CH:28]=2)=[O:22])=[CH:17][CH:16]=1, predict the reactants needed to synthesize it. The reactants are: [OH:1][CH2:2][C:3]1[CH:8]=[CH:7][C:6]([CH:9]([OH:13])[CH2:10][NH:11][CH3:12])=[CH:5][CH:4]=1.[Cl:14][C:15]1[CH:37]=[CH:36][C:18]([CH2:19][NH:20][C:21]([C:23]2[C:24](=[O:35])[C:25]3[CH:32]=[C:31]([CH2:33]Cl)[S:30][C:26]=3[N:27]([CH3:29])[CH:28]=2)=[O:22])=[CH:17][CH:16]=1.C(N(C(C)C)CC)(C)C. (8) Given the product [Cl:1][C:2]1[S:6][C:5]([S:7]([NH:10][C:11]2[CH:12]=[CH:13][CH:14]=[C:15]3[C:19]=2[NH:18][C:17]([C:20]([OH:22])=[O:21])=[CH:16]3)(=[O:9])=[O:8])=[CH:4][CH:3]=1, predict the reactants needed to synthesize it. The reactants are: [Cl:1][C:2]1[S:6][C:5]([S:7]([NH:10][C:11]2[CH:12]=[CH:13][CH:14]=[C:15]3[C:19]=2[NH:18][C:17]([C:20]([O:22]CC)=[O:21])=[CH:16]3)(=[O:9])=[O:8])=[CH:4][CH:3]=1.[OH-].[Na+].O1CCCC1.